The task is: Predict the reaction yield, written as a fraction of the theoretical maximum amount of product (1.0 means a 100% yield; for example, 0.34 means a 34% yield).. This data is from Reaction yield outcomes from USPTO patents with 853,638 reactions. (1) The reactants are Br[C:2]1[CH:3]=[CH:4][C:5]2[S:9][C:8]([CH:10]=[O:11])=[CH:7][C:6]=2[CH:12]=1.[CH2:13]([B-](F)(F)F)[CH2:14][CH2:15][CH3:16].[K+]. No catalyst specified. The product is [CH2:13]([C:2]1[CH:3]=[CH:4][C:5]2[S:9][C:8]([CH:10]=[O:11])=[CH:7][C:6]=2[CH:12]=1)[CH2:14][CH2:15][CH3:16]. The yield is 0.850. (2) The reactants are [OH-].[Na+].[CH2:3]([O:7][C:8]1[CH:13]=[C:12]([CH2:14][CH2:15][C:16]([O:18]C)=[O:17])[CH:11]=[CH:10][C:9]=1[C:20]1[CH:25]=[CH:24][CH:23]=[C:22]([CH2:26][N:27]([CH3:37])[C:28](=[O:36])[CH2:29][CH2:30][CH2:31][CH2:32][CH2:33][CH2:34][CH3:35])[CH:21]=1)[CH2:4][CH2:5][CH3:6]. The catalyst is CO. The product is [CH2:3]([O:7][C:8]1[CH:13]=[C:12]([CH2:14][CH2:15][C:16]([OH:18])=[O:17])[CH:11]=[CH:10][C:9]=1[C:20]1[CH:25]=[CH:24][CH:23]=[C:22]([CH2:26][N:27]([CH3:37])[C:28](=[O:36])[CH2:29][CH2:30][CH2:31][CH2:32][CH2:33][CH2:34][CH3:35])[CH:21]=1)[CH2:4][CH2:5][CH3:6]. The yield is 0.840.